This data is from HIV replication inhibition screening data with 41,000+ compounds from the AIDS Antiviral Screen. The task is: Binary Classification. Given a drug SMILES string, predict its activity (active/inactive) in a high-throughput screening assay against a specified biological target. (1) The compound is OCC=CC(OCc1ccccc1)C(C=CCO)OCc1ccccc1. The result is 0 (inactive). (2) The molecule is c1ccc2c3c([nH]c2c1)C1CCN2CCCC2N1CC3. The result is 0 (inactive). (3) The molecule is CC(C)CC(CC(=O)CCC(=O)Nc1ccccc1[N+](=O)[O-])=NNC(=O)c1cc2ccccc2cc1O. The result is 0 (inactive). (4) The compound is CC1c2c(n(C)c3ccccc23)C2CCC3(CO3)C1N2Cc1ccccc1. The result is 0 (inactive). (5) The result is 0 (inactive). The molecule is Cc1ccccc1[B-]12OCC[N+]1(CNC(=O)C1=C(O)C(N(C)C)C3CC4C(=C(O)C3(O)C1=O)C(=O)c1c(O)cccc1C4(C)O)CCO2. (6) The drug is Cl.NC(CO)Cc1c[nH]cn1. The result is 0 (inactive). (7) The compound is C1=NCCNCCN=Cc2ccc(cc2)OCc2cccc(n2)COc2ccc1cc2. The result is 0 (inactive). (8) The compound is O=C(Cc1ccccc1)NC(=O)Nc1ccccc1. The result is 0 (inactive).